Dataset: Forward reaction prediction with 1.9M reactions from USPTO patents (1976-2016). Task: Predict the product of the given reaction. The product is: [C:1]([O:5][C:6]([NH:8][CH2:9][CH2:10][N:11]1[CH:15]=[C:14]([CH2:16][C@@H:17]2[C@H:20]([N:21]([CH2:32][C:33]3[CH:34]=[CH:35][C:36]([O:39][CH3:40])=[CH:37][CH:38]=3)[C:22](=[O:31])[O:23][CH2:24][C:25]3[CH:26]=[CH:27][CH:28]=[CH:29][CH:30]=3)[C:19](=[O:41])[NH:18]2)[N:13]=[N:12]1)=[O:7])([CH3:3])([CH3:4])[CH3:2]. Given the reactants [C:1]([O:5][C:6]([NH:8][CH2:9][CH2:10][N:11]1[CH:15]=[C:14]([CH2:16][C@@H:17]2[C@H:20]([N:21]([CH2:32][C:33]3[CH:38]=[CH:37][C:36]([O:39][CH3:40])=[CH:35][CH:34]=3)[C:22](=[O:31])[O:23][CH2:24][C:25]3[CH:30]=[CH:29][CH:28]=[CH:27][CH:26]=3)[C:19](=[O:41])[N:18]2CC2C=CC(OC)=CC=2OC)[N:13]=[N:12]1)=[O:7])([CH3:4])([CH3:3])[CH3:2].CC#N.S(OOS([O-])(=O)=O)([O-])(=O)=O.[K+].[K+].P([O-])([O-])([O-])=O.[K+].[K+].[K+], predict the reaction product.